From a dataset of Catalyst prediction with 721,799 reactions and 888 catalyst types from USPTO. Predict which catalyst facilitates the given reaction. (1) Reactant: [C@@H:1]1([NH:10][C:11]2[N:16]3[N:17]=[CH:18][C:19]([C@H:20]4[CH2:24][C@H:23]([OH:25])[C@@H:22]([CH2:26][OH:27])[CH2:21]4)=[C:15]3[N:14]=[CH:13][N:12]=2)[C:9]2[C:4](=[CH:5][CH:6]=[CH:7][CH:8]=2)[CH2:3][CH2:2]1.C(N(CC)C(C)C)(C)C.[S:37](Cl)(=[O:40])(=[O:39])[NH2:38]. Product: [S:37](=[O:40])(=[O:39])([O:27][CH2:26][C@H:22]1[CH2:21][C@@H:20]([C:19]2[CH:18]=[N:17][N:16]3[C:11]([NH:10][C@@H:1]4[C:9]5[C:4](=[CH:5][CH:6]=[CH:7][CH:8]=5)[CH2:3][CH2:2]4)=[N:12][CH:13]=[N:14][C:15]=23)[CH2:24][C@@H:23]1[OH:25])[NH2:38]. The catalyst class is: 10. (2) Reactant: [Cl-].O[NH3+:3].[C:4](=[O:7])([O-])[OH:5].[Na+].CS(C)=O.[CH3:13][C:14]([CH3:51])([CH3:50])[CH2:15][O:16][C:17]1[CH:22]=[CH:21][C:20]([N:23]2[C:28](=[O:29])[C:27]([CH2:30][C:31]3[CH:36]=[CH:35][C:34]([C:37]4[C:38]([C:43]#[N:44])=[CH:39][CH:40]=[CH:41][CH:42]=4)=[CH:33][CH:32]=3)=[C:26]([CH2:45][CH2:46][CH3:47])[N:25]=[C:24]2[CH2:48][CH3:49])=[CH:19][CH:18]=1. Product: [CH3:51][C:14]([CH3:50])([CH3:13])[CH2:15][O:16][C:17]1[CH:18]=[CH:19][C:20]([N:23]2[C:28](=[O:29])[C:27]([CH2:30][C:31]3[CH:36]=[CH:35][C:34]([C:37]4[CH:42]=[CH:41][CH:40]=[CH:39][C:38]=4[C:43]4[NH:3][C:4](=[O:7])[O:5][N:44]=4)=[CH:33][CH:32]=3)=[C:26]([CH2:45][CH2:46][CH3:47])[N:25]=[C:24]2[CH2:48][CH3:49])=[CH:21][CH:22]=1. The catalyst class is: 6. (3) Reactant: [CH3:1][C:2]1([CH3:14])[C:6]([CH3:8])([CH3:7])[O:5][B:4]([C:9]2[CH:10]=[N:11][NH:12][CH:13]=2)[O:3]1.Br[CH2:16][C:17]([O:19][C:20]([CH3:23])([CH3:22])[CH3:21])=[O:18].C(=O)([O-])[O-].[Cs+].[Cs+]. Product: [C:20]([O:19][C:17](=[O:18])[CH2:16][N:12]1[CH:13]=[C:9]([B:4]2[O:5][C:6]([CH3:7])([CH3:8])[C:2]([CH3:14])([CH3:1])[O:3]2)[CH:10]=[N:11]1)([CH3:23])([CH3:22])[CH3:21]. The catalyst class is: 9. (4) Reactant: CC(C)([O-])C.[Li+].[F:7][C:8]1[C:17]2[CH2:16][O:15][C:14](=[O:18])[N:13]([CH3:19])[C:12]=2[C:11]([F:20])=[CH:10][C:9]=1[NH:21][C:22](=O)[O:23]CC1C=CC=CC=1.[C:32]([O:36][C:37](=[O:44])[NH:38][CH2:39][CH:40]([OH:43])[CH2:41]Cl)([CH3:35])([CH3:34])[CH3:33]. Product: [F:7][C:8]1[C:17]2[CH2:16][O:15][C:14](=[O:18])[N:13]([CH3:19])[C:12]=2[C:11]([F:20])=[CH:10][C:9]=1[N:21]1[CH2:41][C@H:40]([CH2:39][NH:38][C:37](=[O:44])[O:36][C:32]([CH3:35])([CH3:34])[CH3:33])[O:43][C:22]1=[O:23]. The catalyst class is: 3. (5) Reactant: [N:1]1[CH:6]=[CH:5][C:4]([C:7](=O)[CH2:8][C:9]([O:11]CC)=O)=[CH:3][CH:2]=1.[CH3:15][NH:16][C:17]([NH2:19])=[S:18].N12CCCN=C1CCCCC2.CS(O)(=O)=O. Product: [SH:18][C:17]1[N:16]([CH3:15])[C:9](=[O:11])[CH:8]=[C:7]([C:4]2[CH:5]=[CH:6][N:1]=[CH:2][CH:3]=2)[N:19]=1. The catalyst class is: 40. (6) Reactant: C(OC([N:11]1[CH2:15][CH2:14][CH2:13][C@@:12]1([C:17]1[NH:18][C:19]2[CH:20]=[CH:21][CH:22]=[C:23]([C:26]([O:28][CH3:29])=[O:27])[C:24]=2[CH:25]=1)[CH3:16])=O)C1C=CC=CC=1.[H][H]. Product: [CH3:16][C@:12]1([C:17]2[NH:18][C:19]3[CH:20]=[CH:21][CH:22]=[C:23]([C:26]([O:28][CH3:29])=[O:27])[C:24]=3[CH:25]=2)[CH2:13][CH2:14][CH2:15][NH:11]1. The catalyst class is: 43. (7) Reactant: CN(C)S([N:6]1[C:10]([CH2:11][NH:12][CH2:13][CH3:14])=[CH:9][N:8]=[CH:7]1)(=O)=O.[Cl:16][C:17]1[CH:22]=[C:21](F)[CH:20]=[CH:19][N:18]=1.Cl.N. Product: [Cl:16][C:17]1[CH:22]=[C:21]([N:12]([CH2:13][CH3:14])[CH2:11][C:10]2[NH:6][CH:7]=[N:8][CH:9]=2)[CH:20]=[CH:19][N:18]=1. The catalyst class is: 8. (8) Reactant: [CH3:1][O:2][C:3]([C:5]1[CH:14]=[C:13]([O:15][CH2:16][C:17]([O:19]CC2C=CC=CC=2)=[O:18])[C:12]2[C:7](=[CH:8][C:9]([CH3:27])=[CH:10][CH:11]=2)[N:6]=1)=[O:4]. Product: [CH3:1][O:2][C:3]([C:5]1[CH:14]=[C:13]([O:15][CH2:16][C:17]([OH:19])=[O:18])[C:12]2[C:7](=[CH:8][C:9]([CH3:27])=[CH:10][CH:11]=2)[N:6]=1)=[O:4]. The catalyst class is: 8.